From a dataset of Reaction yield outcomes from USPTO patents with 853,638 reactions. Predict the reaction yield, written as a fraction of the theoretical maximum amount of product (1.0 means a 100% yield; for example, 0.34 means a 34% yield). (1) The reactants are [CH3:1][C:2]1[C:25]([CH3:26])=[CH:24][CH:23]=[CH:22][C:3]=1[O:4][CH:5]1[CH2:10][CH2:9][N:8]([C:11]([O:13][CH2:14][C:15]2[CH:20]=[CH:19][CH:18]=[CH:17][CH:16]=2)=[O:12])[CH2:7][C:6]1=[O:21].CCC(C)[BH-](C(C)CC)C(C)CC.[K+]. The catalyst is O1CCCC1. The product is [CH3:1][C:2]1[C:25]([CH3:26])=[CH:24][CH:23]=[CH:22][C:3]=1[O:4][C@H:5]1[CH2:10][CH2:9][N:8]([C:11]([O:13][CH2:14][C:15]2[CH:20]=[CH:19][CH:18]=[CH:17][CH:16]=2)=[O:12])[CH2:7][C@H:6]1[OH:21]. The yield is 0.500. (2) The reactants are [Br:1][C:2]1[CH:3]=[C:4]([O:15][CH3:16])[C:5]([Cl:14])=[C:6]([CH:13]=1)[C:7](N(OC)C)=[O:8].C(O[C:20]1[CH:25]=[CH:24][C:23]([Mg]Br)=[CH:22][CH:21]=1)C.[CH2:28]1COC[CH2:29]1. No catalyst specified. The product is [Br:1][C:2]1[CH:3]=[C:4]([O:15][CH3:16])[C:5]([Cl:14])=[C:6]([C:7]([C:20]2[CH:21]=[CH:22][C:23]([CH2:28][CH3:29])=[CH:24][CH:25]=2)=[O:8])[CH:13]=1. The yield is 0.990.